From a dataset of Full USPTO retrosynthesis dataset with 1.9M reactions from patents (1976-2016). Predict the reactants needed to synthesize the given product. (1) Given the product [F:1][C:2]1[C:9]([I:12])=[CH:8][C:5]([C:6]#[N:7])=[C:4]([O:10][CH3:11])[CH:3]=1, predict the reactants needed to synthesize it. The reactants are: [F:1][C:2]1[CH:9]=[CH:8][C:5]([C:6]#[N:7])=[C:4]([O:10][CH3:11])[CH:3]=1.[I:12]N1C(=O)CCC1=O.C(O)(C(F)(F)F)=O. (2) Given the product [CH3:22][C@H:20]1[CH2:19][O:18][CH2:17][C:16]2=[N:15][C:14]3[C:9]([NH2:8])=[N:10][C:11]([CH3:24])=[C:12]([CH3:23])[C:13]=3[N:21]12, predict the reactants needed to synthesize it. The reactants are: COC1C=CC(C[NH:8][C:9]2[C:14]3[N:15]=[C:16]4[N:21]([C:13]=3[C:12]([CH3:23])=[C:11]([CH3:24])[N:10]=2)[C@@H:20]([CH3:22])[CH2:19][O:18][CH2:17]4)=CC=1.[OH-].[Na+].C(Cl)(Cl)Cl. (3) Given the product [CH3:12][C:13]1[S:17][C:16]2([CH2:22][CH2:21][N+:20]([O-:9])([CH3:23])[CH2:19][CH2:18]2)[CH2:15][N:14]=1, predict the reactants needed to synthesize it. The reactants are: ClC1C=CC=C(C(OO)=[O:9])C=1.[CH3:12][C:13]1[S:17][C:16]2([CH2:22][CH2:21][N:20]([CH3:23])[CH2:19][CH2:18]2)[CH2:15][N:14]=1.[O-2].[Al+3].[O-2].[O-2].[Al+3]. (4) Given the product [N:10]1([C:2]2[N:7]=[C:6]([CH:8]=[O:9])[CH:5]=[CH:4][CH:3]=2)[CH2:15][CH2:14][O:13][CH2:12][CH2:11]1, predict the reactants needed to synthesize it. The reactants are: Br[C:2]1[N:7]=[C:6]([CH:8]=[O:9])[CH:5]=[CH:4][CH:3]=1.[NH:10]1[CH2:15][CH2:14][O:13][CH2:12][CH2:11]1.C(=O)([O-])[O-].[K+].[K+].Cl.